From a dataset of Catalyst prediction with 721,799 reactions and 888 catalyst types from USPTO. Predict which catalyst facilitates the given reaction. (1) Reactant: [C:1]([O:5][CH2:6][CH3:7])(=[O:4])[NH:2][NH2:3].CS[C:10]1[S:11][CH2:12][CH2:13][N:14]=1. Product: [CH2:6]([O:5][C:1]([NH:2][N:3]=[C:10]1[NH:14][CH2:13][CH2:12][S:11]1)=[O:4])[CH3:7]. The catalyst class is: 8. (2) Product: [OH:2][N:3]=[C:45]([CH3:46])[CH2:44][NH:43][C:13](=[O:12])[CH:14]([NH:27][C:28](=[O:42])[C:29]1[CH:34]=[CH:33][C:32]([O:35][CH2:36][CH2:37][C:38]([F:39])([F:40])[F:41])=[CH:31][CH:30]=1)[CH2:15][C:16]1[CH:21]=[CH:20][C:19]([O:22][C:23]([F:26])([F:25])[F:24])=[CH:18][CH:17]=1. Reactant: Cl.[OH:2][NH2:3].C(O)C.C1COCC1.[O:12]=[C:13]([NH:43][CH2:44][C:45](=O)[CH3:46])[CH:14]([NH:27][C:28](=[O:42])[C:29]1[CH:34]=[CH:33][C:32]([O:35][CH2:36][CH2:37][C:38]([F:41])([F:40])[F:39])=[CH:31][CH:30]=1)[CH2:15][C:16]1[CH:21]=[CH:20][C:19]([O:22][C:23]([F:26])([F:25])[F:24])=[CH:18][CH:17]=1. The catalyst class is: 81. (3) Reactant: C([O:3][C:4]([C:6]1([CH2:20][CH:21]=[CH2:22])[C:10]2[NH:11][C:12]3[C:13]([Cl:19])=[CH:14][CH:15]=[C:16]([Cl:18])[C:17]=3[C:9]=2[CH2:8][CH2:7]1)=[O:5])C.[OH-].[Li+]. Product: [CH2:20]([C:6]1([C:4]([OH:5])=[O:3])[C:10]2[NH:11][C:12]3[C:13]([Cl:19])=[CH:14][CH:15]=[C:16]([Cl:18])[C:17]=3[C:9]=2[CH2:8][CH2:7]1)[CH:21]=[CH2:22]. The catalyst class is: 8.